From a dataset of Catalyst prediction with 721,799 reactions and 888 catalyst types from USPTO. Predict which catalyst facilitates the given reaction. (1) Reactant: [Cl:1][C:2]1[N:3]=[C:4]([N:11]2[CH2:16][CH2:15][O:14][CH2:13][CH2:12]2)[C:5]2[CH:10]=[CH:9][S:8][C:6]=2[N:7]=1.[Li]CCCC.CN([CH:25]=[O:26])C.Cl. Product: [Cl:1][C:2]1[N:3]=[C:4]([N:11]2[CH2:16][CH2:15][O:14][CH2:13][CH2:12]2)[C:5]2[CH:10]=[C:9]([CH:25]=[O:26])[S:8][C:6]=2[N:7]=1. The catalyst class is: 1. (2) Reactant: [CH:1]1([CH2:4][N:5]([C:13]2[CH:18]=[C:17]([C:19]3[O:20][CH:21]=[C:22]([C:24](=[O:41])[NH:25][C:26]4[C:27]([N:32]5[CH2:36][CH2:35][N:34]([CH2:37][CH2:38][OH:39])[C:33]5=[O:40])=[N:28][N:29]([CH3:31])[CH:30]=4)[N:23]=3)[CH:16]=[CH:15][N:14]=2)C(=O)OC(C)(C)C)[CH2:3][CH2:2]1.C(OC(=O)C)C.Cl. Product: [CH:1]1([CH2:4][NH:5][C:13]2[CH:18]=[C:17]([C:19]3[O:20][CH:21]=[C:22]([C:24]([NH:25][C:26]4[C:27]([N:32]5[CH2:36][CH2:35][N:34]([CH2:37][CH2:38][OH:39])[C:33]5=[O:40])=[N:28][N:29]([CH3:31])[CH:30]=4)=[O:41])[N:23]=3)[CH:16]=[CH:15][N:14]=2)[CH2:2][CH2:3]1. The catalyst class is: 5. (3) Reactant: C([O:3][C:4](=[O:17])[C:5]([CH3:16])([S:7]([CH2:10][CH2:11][C:12]([F:15])([F:14])[F:13])(=[O:9])=[O:8])[CH3:6])C.[Li+].[OH-]. Product: [CH3:16][C:5]([S:7]([CH2:10][CH2:11][C:12]([F:14])([F:15])[F:13])(=[O:9])=[O:8])([CH3:6])[C:4]([OH:17])=[O:3]. The catalyst class is: 20. (4) Reactant: [NH:1]1[CH2:6][CH2:5][NH:4][CH2:3][CH2:2]1.O.Cl.Cl.N1CCNCC1.[F:16][C:17]1[CH:24]=[CH:23][C:20]([CH2:21][Cl:22])=[CH:19][CH:18]=1. Product: [Cl-:22].[F:16][C:17]1[CH:24]=[CH:23][C:20]([CH2:21][N:1]2[CH2:6][CH2:5][NH2+:4][CH2:3][CH2:2]2)=[CH:19][CH:18]=1. The catalyst class is: 8. (5) Reactant: Cl.[CH3:2][N:3]1[C:18]2[C:13](=[CH:14][CH:15]=[CH:16][CH:17]=2)[C:5]([CH2:6][C@@H:7]([C:9]([O:11][CH3:12])=[O:10])[NH2:8])=[CH:4]1.C(N(CC)CC)C.[F:26][C:27]1[CH:37]=[CH:36][CH:35]=[CH:34][C:28]=1[CH:29]=[CH:30][C:31](O)=[O:32].CCN=C=NCCCN(C)C.Cl. Product: [F:26][C:27]1[CH:37]=[CH:36][CH:35]=[CH:34][C:28]=1[CH:29]=[CH:30][C:31]([NH:8][C@H:7]([C:9]([O:11][CH3:12])=[O:10])[CH2:6][C:5]1[C:13]2[C:18](=[CH:17][CH:16]=[CH:15][CH:14]=2)[N:3]([CH3:2])[CH:4]=1)=[O:32]. The catalyst class is: 2. (6) Reactant: [Li]CCCC.CN(C)CCN(C)CCN(C)C.[Cl:18][C:19]1[CH:24]=[CH:23][C:22]([F:25])=[CH:21][N:20]=1.CON(C)[C:29](=[O:31])[CH3:30]. Product: [Cl:18][C:19]1[CH:24]=[C:23]([C:29](=[O:31])[CH3:30])[C:22]([F:25])=[CH:21][N:20]=1. The catalyst class is: 1. (7) Product: [F:21][C:22]1[CH:29]=[CH:28][C:25](/[CH:6]=[C:2](\[CH3:1])/[C:3]([OH:5])=[O:4])=[CH:24][CH:23]=1. Reactant: [CH3:1][CH:2]([C:6](O)=O)[C:3]([OH:5])=[O:4].N1CCCCC1.N1C=CC=CC=1.[F:21][C:22]1[CH:29]=[CH:28][C:25](C=O)=[CH:24][CH:23]=1. The catalyst class is: 280. (8) Product: [S:7]1[C:11]2[CH:12]=[C:13]([CH2:16][OH:17])[CH:14]=[CH:15][C:10]=2[N:9]=[CH:8]1. Reactant: [H-].[H-].[H-].[H-].[Li+].[Al+3].[S:7]1[C:11]2[CH:12]=[C:13]([C:16](OCC)=[O:17])[CH:14]=[CH:15][C:10]=2[N:9]=[CH:8]1. The catalyst class is: 1. (9) The catalyst class is: 6. Reactant: O1CCCC1.[CH2:6]([O:13][C:14]1[CH:19]=[CH:18][C:17]([CH2:20][C:21](Cl)=[N:22][OH:23])=[CH:16][CH:15]=1)[C:7]1[CH:12]=[CH:11][CH:10]=[CH:9][CH:8]=1.[C:25]([C:27]1[C:28]([NH2:34])=[N:29][C:30]([CH3:33])=[CH:31][CH:32]=1)#[CH:26].C(N(CC)CC)C. Product: [CH2:6]([O:13][C:14]1[CH:19]=[CH:18][C:17]([CH2:20][C:21]2[CH:26]=[C:25]([C:27]3[C:28]([NH2:34])=[N:29][C:30]([CH3:33])=[CH:31][CH:32]=3)[O:23][N:22]=2)=[CH:16][CH:15]=1)[C:7]1[CH:12]=[CH:11][CH:10]=[CH:9][CH:8]=1.